Dataset: Catalyst prediction with 721,799 reactions and 888 catalyst types from USPTO. Task: Predict which catalyst facilitates the given reaction. (1) Reactant: [O:1]1[C:5]([C:6]([O:8]C)=[O:7])=[CH:4][C:3]2[CH2:10][O:11][CH2:12][C:2]1=2.[OH-].[Na+]. Product: [O:1]1[C:5]([C:6]([OH:8])=[O:7])=[CH:4][C:3]2[CH2:10][O:11][CH2:12][C:2]1=2. The catalyst class is: 8. (2) Reactant: [Cl:1][C:2]1[CH:7]=[CH:6][C:5]([CH2:8][C:9]([OH:11])=O)=[CH:4][CH:3]=1.[NH2:12][C:13]1[N:14]=[CH:15][C:16]2[C:21]([C:22]([C:24]3[CH:25]=[N:26][CH:27]=[C:28]([NH2:30])[CH:29]=3)=[O:23])=[CH:20][N:19]([CH:31]([CH3:34])[CH2:32][OH:33])[C:17]=2[N:18]=1.CN(C(ON1N=NC2C=CC=NC1=2)=[N+](C)C)C.F[P-](F)(F)(F)(F)F.C(=O)(O)[O-].[Na+]. Product: [NH2:12][C:13]1[N:14]=[CH:15][C:16]2[C:21]([C:22]([C:24]3[CH:29]=[C:28]([NH:30][C:9](=[O:11])[CH2:8][C:5]4[CH:4]=[CH:3][C:2]([Cl:1])=[CH:7][CH:6]=4)[CH:27]=[N:26][CH:25]=3)=[O:23])=[CH:20][N:19]([CH:31]([CH3:34])[CH2:32][OH:33])[C:17]=2[N:18]=1. The catalyst class is: 17. (3) Reactant: [CH3:1][N:2]([C@@H:20]1[CH2:25][CH2:24][CH2:23][NH:22][CH2:21]1)[C:3]1[N:8]=[CH:7][N:6]=[C:5]2[N:9](COCC[Si](C)(C)C)[N:10]=[CH:11][C:4]=12.Cl. Product: [CH3:1][N:2]([C@@H:20]1[CH2:25][CH2:24][CH2:23][NH:22][CH2:21]1)[C:3]1[N:8]=[CH:7][N:6]=[C:5]2[NH:9][N:10]=[CH:11][C:4]=12. The catalyst class is: 14. (4) Reactant: CCN(CC)CC.[NH2:8][CH2:9][C:10]([N:12]1[CH2:17][CH2:16][N:15]([C:18](=[O:29])[C:19]2[CH:24]=[CH:23][CH:22]=[CH:21][C:20]=2[C:25]([F:28])([F:27])[F:26])[CH2:14][CH2:13]1)=[O:11].[C:30]1([C:40]2[CH:45]=[CH:44][CH:43]=[CH:42][CH:41]=2)[CH:35]=[CH:34][C:33]([S:36](Cl)(=[O:38])=[O:37])=[CH:32][CH:31]=1. Product: [O:11]=[C:10]([N:12]1[CH2:13][CH2:14][N:15]([C:18](=[O:29])[C:19]2[CH:24]=[CH:23][CH:22]=[CH:21][C:20]=2[C:25]([F:28])([F:26])[F:27])[CH2:16][CH2:17]1)[CH2:9][NH:8][S:36]([C:33]1[CH:32]=[CH:31][C:30]([C:40]2[CH:45]=[CH:44][CH:43]=[CH:42][CH:41]=2)=[CH:35][CH:34]=1)(=[O:38])=[O:37]. The catalyst class is: 34. (5) Reactant: [F:1][C:2]([F:7])([F:6])[C:3]([OH:5])=[O:4].C(OC(=O)[NH:14][CH2:15][C:16]1[CH:21]=[CH:20][C:19]([Cl:22])=[CH:18][C:17]=1[CH2:23][NH:24][C:25]([C@@H:27]1[CH2:31][CH2:30][CH2:29][N:28]1[C:32]([C:34]1([OH:43])[C:38]2[CH:39]=[N:40][CH:41]=[CH:42][C:37]=2[CH2:36][CH2:35]1)=[O:33])=[O:26])(C)(C)C. Product: [F:1][C:2]([F:7])([F:6])[C:3]([OH:5])=[O:4].[F:1][C:2]([F:7])([F:6])[C:3]([OH:5])=[O:4].[NH2:14][CH2:15][C:16]1[CH:21]=[CH:20][C:19]([Cl:22])=[CH:18][C:17]=1[CH2:23][NH:24][C:25]([C@@H:27]1[CH2:31][CH2:30][CH2:29][N:28]1[C:32]([C:34]1([OH:43])[C:38]2[CH:39]=[N:40][CH:41]=[CH:42][C:37]=2[CH2:36][CH2:35]1)=[O:33])=[O:26]. The catalyst class is: 2. (6) Reactant: C(N(CC)CC)C.[Br:8][C:9]1[CH:10]=[C:11]([F:26])[C:12]([NH2:25])=[C:13]2[C:18]=1[O:17][CH2:16][CH:15]([C:19]1[CH:20]=[N:21][CH:22]=[CH:23][CH:24]=1)[NH:14]2.Cl[C:28](Cl)([O:30]C(=O)OC(Cl)(Cl)Cl)Cl. Product: [Br:8][C:9]1[C:18]2[O:17][CH2:16][CH:15]([C:19]3[CH:20]=[N:21][CH:22]=[CH:23][CH:24]=3)[N:14]3[C:28](=[O:30])[NH:25][C:12]([C:13]=23)=[C:11]([F:26])[CH:10]=1. The catalyst class is: 20. (7) Reactant: [F:1][C:2]1[C:3](Cl)=[N:4][C:5]([Cl:8])=[N:6][CH:7]=1.[CH:10]1(B(O)O)[CH2:12][CH2:11]1.[O-]P([O-])([O-])=O.[K+].[K+].[K+].C(Cl)Cl. Product: [Cl:8][C:5]1[N:4]=[C:3]([CH:10]2[CH2:12][CH2:11]2)[C:2]([F:1])=[CH:7][N:6]=1. The catalyst class is: 140. (8) Reactant: [Br-:1].[Br-].[Br-].C1([N+](C)(C)C)C=CC=CC=1.C1([N+](C)(C)C)C=CC=CC=1.C1([N+](C)(C)C)C=CC=CC=1.C([O:41][C:42]1[N:47]=[CH:46][C:45]([CH2:48][C:49](=O)[CH3:50])=[CH:44][CH:43]=1)C1C=CC=CC=1.S([O-])([O-])(=[O:54])=S.[Na+].[Na+]. Product: [Br:1][CH:49]([CH3:50])[C:48]([C:45]1[CH:46]=[N:47][C:42]([OH:41])=[CH:43][CH:44]=1)=[O:54]. The catalyst class is: 1. (9) Product: [NH2:15][C@@H:16]([C:18]1[C:19]([F:44])=[C:20]([C:24]2[CH:29]=[CH:28][CH:27]=[C:26]([N:30]([CH2:32][C:33]3[CH:38]=[CH:37][CH:36]=[CH:35][C:34]=3[CH2:39][C:40]([O:42][CH3:43])=[O:41])[CH3:31])[CH:25]=2)[CH:21]=[CH:22][CH:23]=1)[CH3:17]. The catalyst class is: 2. Reactant: C(O)(C(F)(F)F)=O.C(OC([NH:15][C@@H:16]([C:18]1[C:19]([F:44])=[C:20]([C:24]2[CH:29]=[CH:28][CH:27]=[C:26]([N:30]([CH2:32][C:33]3[CH:38]=[CH:37][CH:36]=[CH:35][C:34]=3[CH2:39][C:40]([O:42][CH3:43])=[O:41])[CH3:31])[CH:25]=2)[CH:21]=[CH:22][CH:23]=1)[CH3:17])=O)(C)(C)C. (10) Reactant: [CH2:1]([C@H:8]([NH:42]C(=O)OC(C)(C)C)[CH2:9][C@H:10]([OH:41])[C@@H:11]([NH:19][C:20](=[O:40])[C@@H:21]([N:26]1[CH2:30][CH2:29][N:28]([CH2:31][C:32]2[CH:37]=[CH:36][CH:35]=[C:34]([CH3:38])[N:33]=2)[C:27]1=[O:39])[C:22]([CH3:25])([CH3:24])[CH3:23])[CH2:12][C:13]1[CH:18]=[CH:17][CH:16]=[CH:15][CH:14]=1)[C:2]1[CH:7]=[CH:6][CH:5]=[CH:4][CH:3]=1.FC(F)(F)C(O)=O.[CH3:57][O:58][C:59]([NH:61][C@@H:62]([C:66]([CH3:69])([CH3:68])[CH3:67])[C:63]([OH:65])=O)=[O:60].CCOP(ON1N=NC2C=CC=CC=2C1=O)(OCC)=O.C(N(CC)C(C)C)(C)C. Product: [CH2:1]([C@H:8]([NH:42][C:63]([C@@H:62]([NH:61][C:59](=[O:60])[O:58][CH3:57])[C:66]([CH3:69])([CH3:68])[CH3:67])=[O:65])[CH2:9][C@H:10]([OH:41])[C@@H:11]([NH:19][C:20](=[O:40])[C@@H:21]([N:26]1[CH2:30][CH2:29][N:28]([CH2:31][C:32]2[CH:37]=[CH:36][CH:35]=[C:34]([CH3:38])[N:33]=2)[C:27]1=[O:39])[C:22]([CH3:25])([CH3:24])[CH3:23])[CH2:12][C:13]1[CH:18]=[CH:17][CH:16]=[CH:15][CH:14]=1)[C:2]1[CH:3]=[CH:4][CH:5]=[CH:6][CH:7]=1. The catalyst class is: 410.